This data is from Full USPTO retrosynthesis dataset with 1.9M reactions from patents (1976-2016). The task is: Predict the reactants needed to synthesize the given product. (1) Given the product [F:1][C:2]1[CH:3]=[CH:4][C:5]([N:8]2[C:16]3[C:11](=[CH:12][C:13]([C:17]([CH3:22])([CH3:21])[CH2:18][C:19]([OH:25])=[O:20])=[CH:14][CH:15]=3)[CH:10]=[N:9]2)=[CH:6][CH:7]=1, predict the reactants needed to synthesize it. The reactants are: [F:1][C:2]1[CH:7]=[CH:6][C:5]([N:8]2[C:16]3[C:11](=[CH:12][C:13]([C:17]([CH3:22])([CH3:21])[CH2:18][CH:19]=[O:20])=[CH:14][CH:15]=3)[CH:10]=[N:9]2)=[CH:4][CH:3]=1.CC(C)=[O:25].OS(O)(=O)=O.O=[Cr](=O)=O. (2) Given the product [CH2:8]([O:7][C:5]([C:4]1[CH:3]=[C:2]([NH:13][C@H:14]([CH:15]([CH3:17])[CH3:16])[C:18]([OH:20])=[O:19])[CH:12]=[CH:11][CH:10]=1)=[O:6])[CH3:9], predict the reactants needed to synthesize it. The reactants are: I[C:2]1[CH:3]=[C:4]([CH:10]=[CH:11][CH:12]=1)[C:5]([O:7][CH2:8][CH3:9])=[O:6].[NH2:13][C@@H:14]([C:18]([OH:20])=[O:19])[CH:15]([CH3:17])[CH3:16].C(=O)([O-])[O-].[K+].[K+].